This data is from Peptide-MHC class I binding affinity with 185,985 pairs from IEDB/IMGT. The task is: Regression. Given a peptide amino acid sequence and an MHC pseudo amino acid sequence, predict their binding affinity value. This is MHC class I binding data. (1) The peptide sequence is RTSKASLER. The MHC is HLA-B44:03 with pseudo-sequence HLA-B44:03. The binding affinity (normalized) is 0. (2) The peptide sequence is STYGISEDL. The MHC is HLA-B15:17 with pseudo-sequence HLA-B15:17. The binding affinity (normalized) is 0.487. (3) The peptide sequence is TVDFTDCRTI. The MHC is HLA-A02:03 with pseudo-sequence HLA-A02:03. The binding affinity (normalized) is 0.145. (4) The binding affinity (normalized) is 0.330. The MHC is Patr-B2401 with pseudo-sequence Patr-B2401. The peptide sequence is NESLNTGWLA.